This data is from Reaction yield outcomes from USPTO patents with 853,638 reactions. The task is: Predict the reaction yield, written as a fraction of the theoretical maximum amount of product (1.0 means a 100% yield; for example, 0.34 means a 34% yield). (1) The reactants are [NH2:1][C:2]1[CH:7]=[CH:6][C:5](Br)=[CH:4][N:3]=1.C([Li])CCC.Cl[Si](C)(C)CC[Si](Cl)(C)C.[C:24]1([S:30]([N:33]2[C:37]3=[N:38][CH:39]=[C:40]([Cl:42])[CH:41]=[C:36]3[C:35]([CH:43]=[O:44])=[CH:34]2)(=[O:32])=[O:31])[CH:29]=[CH:28][CH:27]=[CH:26][CH:25]=1. The catalyst is O1CCCC1.O. The product is [NH2:1][C:2]1[N:3]=[CH:4][C:5]([CH:43]([C:35]2[C:36]3[C:37](=[N:38][CH:39]=[C:40]([Cl:42])[CH:41]=3)[N:33]([S:30]([C:24]3[CH:25]=[CH:26][CH:27]=[CH:28][CH:29]=3)(=[O:32])=[O:31])[CH:34]=2)[OH:44])=[CH:6][CH:7]=1. The yield is 0.509. (2) The reactants are CS([Cl:5])(=O)=O.[CH2:6]([C:10]1[CH:17]=[CH:16][C:13]([CH2:14]O)=[CH:12][CH:11]=1)[CH2:7][CH2:8][CH3:9].C(N(CC)CC)C. The catalyst is ClCCl. The product is [CH2:6]([C:10]1[CH:17]=[CH:16][C:13]([CH2:14][Cl:5])=[CH:12][CH:11]=1)[CH2:7][CH2:8][CH3:9]. The yield is 0.820. (3) The product is [CH:10]([C:2]1[N:7]=[CH:6][C:5]([CH2:8][OH:9])=[CH:4][CH:3]=1)=[CH2:11]. The reactants are Cl[C:2]1[N:7]=[CH:6][C:5]([CH2:8][OH:9])=[CH:4][CH:3]=1.[CH:10]([B-](F)(F)F)=[CH2:11].[K+].C(Cl)Cl. The catalyst is C(O)(C)C. The yield is 0.530.